From a dataset of Catalyst prediction with 721,799 reactions and 888 catalyst types from USPTO. Predict which catalyst facilitates the given reaction. (1) Reactant: [C:1]1([CH3:20])[CH:6]=[CH:5][C:4]([O:7][CH:8]([C:10]2[CH:19]=[CH:18][C:13]([C:14]([O:16]C)=[O:15])=[CH:12][CH:11]=2)[CH3:9])=[CH:3][CH:2]=1.O.[OH-].[Li+].O1CCCC1.CO. Product: [C:1]1([CH3:20])[CH:2]=[CH:3][C:4]([O:7][CH:8]([C:10]2[CH:11]=[CH:12][C:13]([C:14]([OH:16])=[O:15])=[CH:18][CH:19]=2)[CH3:9])=[CH:5][CH:6]=1. The catalyst class is: 6. (2) Reactant: [CH2:1]([C:5]1[CH:10]=[CH:9][C:8]([S:11]([N:14]2[CH2:19][CH2:18][C:17](O)(O)[CH2:16][CH2:15]2)(=[O:13])=[O:12])=[CH:7][CH:6]=1)[CH2:2][CH2:3][CH3:4].[Cl-].[OH:23][NH3+:24].C([O-])(=O)C.[Na+]. Product: [CH2:1]([C:5]1[CH:10]=[CH:9][C:8]([S:11]([N:14]2[CH2:19][CH2:18][C:17](=[N:24][OH:23])[CH2:16][CH2:15]2)(=[O:13])=[O:12])=[CH:7][CH:6]=1)[CH2:2][CH2:3][CH3:4]. The catalyst class is: 8. (3) Reactant: Cl[S:2]([C:5]1[CH:6]=[C:7]([CH:11]=[CH:12][CH:13]=1)[C:8](Cl)=[O:9])(=[O:4])=[O:3].[CH2:14]1[NH:19][CH2:18][CH2:17][N:16]2[CH2:20][CH2:21][CH2:22][C@H:15]12.C(=O)([O-])[O-].[Na+].[Na+].[F:29][C:30]([F:39])([F:38])[C:31]1[CH:37]=[CH:36][C:34]([NH2:35])=[CH:33][CH:32]=1. Product: [CH2:14]1[N:19]([C:8]([C:7]2[CH:6]=[C:5]([S:2]([NH:35][C:34]3[CH:36]=[CH:37][C:31]([C:30]([F:29])([F:38])[F:39])=[CH:32][CH:33]=3)(=[O:4])=[O:3])[CH:13]=[CH:12][CH:11]=2)=[O:9])[CH2:18][CH2:17][N:16]2[CH2:20][CH2:21][CH2:22][C@H:15]12. The catalyst class is: 98. (4) Reactant: Cl[C:2]1[N:7]=[C:6]([NH:8][C@H:9]([CH2:13][CH3:14])[C:10]([NH2:12])=[O:11])[CH:5]=[N:4][C:3]=1[C:15]#[N:16].[N:17]1[CH:22]=[CH:21][CH:20]=[C:19]([C:23]2[CH:29]=[CH:28][C:26]([NH2:27])=[CH:25][CH:24]=2)[CH:18]=1.C([O-])([O-])=O.[K+].[K+].C1C=CC(P(C2C(C3C(P(C4C=CC=CC=4)C4C=CC=CC=4)=CC=C4C=3C=CC=C4)=C3C(C=CC=C3)=CC=2)C2C=CC=CC=2)=CC=1. Product: [C:15]([C:3]1[N:4]=[CH:5][C:6]([NH:8][C@H:9]([CH2:13][CH3:14])[C:10]([NH2:12])=[O:11])=[N:7][C:2]=1[NH:27][C:26]1[CH:25]=[CH:24][C:23]([C:19]2[CH:18]=[N:17][CH:22]=[CH:21][CH:20]=2)=[CH:29][CH:28]=1)#[N:16]. The catalyst class is: 231. (5) Reactant: [Cl:1][C:2]1[CH:7]=[CH:6][C:5]([S:8]([NH:11][C@@H:12]([CH:17]([OH:19])[CH3:18])[C:13]([O:15][CH3:16])=[O:14])(=[O:10])=[O:9])=[CH:4][CH:3]=1.C([O-])([O-])=O.[K+].[K+].[CH2:26](I)[CH3:27]. Product: [CH2:26]([N:11]([S:8]([C:5]1[CH:4]=[CH:3][C:2]([Cl:1])=[CH:7][CH:6]=1)(=[O:9])=[O:10])[C@@H:12]([CH:17]([OH:19])[CH3:18])[C:13]([O:15][CH3:16])=[O:14])[CH3:27]. The catalyst class is: 39. (6) Reactant: C([O:3][C:4](=[O:25])[C:5]([CH2:17][C:18]1[CH:23]=[CH:22][C:21]([OH:24])=[CH:20][CH:19]=1)([O:10][C:11]1[CH:16]=[CH:15][CH:14]=[CH:13][CH:12]=1)[CH2:6][CH2:7][CH2:8][CH3:9])C.[C:26]1([C:51]2[CH:56]=[CH:55][CH:54]=[CH:53][CH:52]=2)[CH:31]=[CH:30][CH:29]=[C:28]([C:32]2[O:33][C:34]([CH3:50])=[C:35]([CH2:37][CH2:38]OS(C3C=CC(C)=CC=3)(=O)=O)[N:36]=2)[CH:27]=1.C([O-])([O-])=O.[K+].[K+].[OH-].[Na+]. Product: [C:26]1([C:51]2[CH:52]=[CH:53][CH:54]=[CH:55][CH:56]=2)[CH:31]=[CH:30][CH:29]=[C:28]([C:32]2[O:33][C:34]([CH3:50])=[C:35]([CH2:37][CH2:38][O:24][C:21]3[CH:22]=[CH:23][C:18]([CH2:17][C:5]([O:10][C:11]4[CH:16]=[CH:15][CH:14]=[CH:13][CH:12]=4)([CH2:6][CH2:7][CH2:8][CH3:9])[C:4]([OH:3])=[O:25])=[CH:19][CH:20]=3)[N:36]=2)[CH:27]=1. The catalyst class is: 8. (7) Reactant: [CH3:1][C:2]1[N:3]=[C:4]([NH:12][C:13](=[O:15])[CH3:14])[S:5][C:6]=1[C:7]1[S:8][CH:9]=[CH:10][CH:11]=1.[Cl:16][S:17](O)(=[O:19])=[O:18].P(Cl)(Cl)(Cl)(Cl)Cl.[Cl-].[P+]=O. Product: [C:13]([NH:12][C:4]1[S:5][C:6]([C:7]2[S:8][C:9]([S:17]([Cl:16])(=[O:19])=[O:18])=[CH:10][CH:11]=2)=[C:2]([CH3:1])[N:3]=1)(=[O:15])[CH3:14]. The catalyst class is: 2. (8) Product: [C:33]([O:32][C:30]([NH:29][CH:18]([CH2:19][C:20]1[CH:25]=[C:24]([F:26])[C:23]([F:27])=[CH:22][C:21]=1[F:28])[CH2:17][C:16]([N:8]1[CH2:9][C:10]2[CH:15]=[CH:14][CH:13]=[CH:12][C:11]=2[N:5]([CH2:4][C:3]([OH:39])=[O:2])[C:6](=[O:38])[CH2:7]1)=[O:37])=[O:31])([CH3:36])([CH3:34])[CH3:35]. Reactant: C[O:2][C:3](=[O:39])[CH2:4][N:5]1[C:11]2[CH:12]=[CH:13][CH:14]=[CH:15][C:10]=2[CH2:9][N:8]([C:16](=[O:37])[CH2:17][CH:18]([NH:29][C:30]([O:32][C:33]([CH3:36])([CH3:35])[CH3:34])=[O:31])[CH2:19][C:20]2[CH:25]=[C:24]([F:26])[C:23]([F:27])=[CH:22][C:21]=2[F:28])[CH2:7][C:6]1=[O:38].[OH-].[Li+].Cl. The catalyst class is: 20. (9) Reactant: [CH3:1][NH:2][C:3](=[O:23])[C:4]1[CH:9]=[C:8]([O:10][C:11]2[CH:12]=[C:13]3[C:18](=[CH:19][CH:20]=2)[N:17]=[C:16]([S:21][CH3:22])[N:15]=[CH:14]3)[CH:7]=[CH:6][N:5]=1.C1C=C(Cl)C=C(C(OO)=[O:32])C=1. Product: [CH3:1][NH:2][C:3](=[O:23])[C:4]1[CH:9]=[C:8]([O:10][C:11]2[CH:12]=[C:13]3[C:18](=[CH:19][CH:20]=2)[N:17]=[C:16]([S:21]([CH3:22])=[O:32])[N:15]=[CH:14]3)[CH:7]=[CH:6][N:5]=1. The catalyst class is: 2.